From a dataset of Full USPTO retrosynthesis dataset with 1.9M reactions from patents (1976-2016). Predict the reactants needed to synthesize the given product. (1) Given the product [Br:32][C:16]1[CH:17]=[C:18]([F:31])[C:19]([NH:21][C:22]([NH:24][C:25]2[CH:26]=[CH:27][CH:28]=[CH:29][CH:30]=2)=[O:23])=[CH:20][C:15]=1[C:7]1[C:8](=[O:14])[N:9]([CH2:12][CH3:13])[C:10]2[C:5]([CH:6]=1)=[CH:4][N:3]=[C:2]([NH:1][C:36](=[O:37])[CH2:35][C:33]#[N:34])[CH:11]=2, predict the reactants needed to synthesize it. The reactants are: [NH2:1][C:2]1[CH:11]=[C:10]2[C:5]([CH:6]=[C:7]([C:15]3[C:16]([Br:32])=[CH:17][C:18]([F:31])=[C:19]([NH:21][C:22]([NH:24][C:25]4[CH:30]=[CH:29][CH:28]=[CH:27][CH:26]=4)=[O:23])[CH:20]=3)[C:8](=[O:14])[N:9]2[CH2:12][CH3:13])=[CH:4][N:3]=1.[C:33]([CH2:35][C:36](OCC)=[O:37])#[N:34]. (2) Given the product [CH:23]([NH:26][C:27]([NH:1][C:2]1[S:6][C:5]([C:7]2[N:12]3[N:13]=[CH:14][C:15]([C:16]([C:18]4[S:19][CH:20]=[CH:21][CH:22]=4)=[O:17])=[C:11]3[N:10]=[CH:9][CH:8]=2)=[CH:4][CH:3]=1)=[O:28])([CH3:25])[CH3:24], predict the reactants needed to synthesize it. The reactants are: [NH2:1][C:2]1[S:6][C:5]([C:7]2[N:12]3[N:13]=[CH:14][C:15]([C:16]([C:18]4[S:19][CH:20]=[CH:21][CH:22]=4)=[O:17])=[C:11]3[N:10]=[CH:9][CH:8]=2)=[CH:4][CH:3]=1.[CH:23]([N:26]=[C:27]=[O:28])([CH3:25])[CH3:24]. (3) Given the product [N:9]1[N:10]([C:2]2[CH:7]=[CH:6][C:5]([OH:8])=[CH:4][CH:3]=2)[CH:11]=[C:12]2[C:17]=1[CH:16]=[CH:15][CH:14]=[CH:13]2, predict the reactants needed to synthesize it. The reactants are: Br[C:2]1[CH:7]=[CH:6][C:5]([OH:8])=[CH:4][CH:3]=1.[NH:9]1[C:17]2[C:12](=[CH:13][CH:14]=[CH:15][CH:16]=2)[CH:11]=[N:10]1.P([O-])([O-])([O-])=O.[K+].[K+].[K+]. (4) The reactants are: [C:1]([O:9][C@@:10]12[O:16][C@@H:11]1[CH2:12][CH2:13][CH2:14][CH2:15]2)(=[O:8])[C:2]1[CH:7]=[CH:6][CH:5]=[CH:4][CH:3]=1.CC1C=CC(S(O)(=O)=O)=CC=1. Given the product [C:1]([O:9][C@@H:10]1[CH2:15][CH2:14][CH2:13][CH2:12][C:11]1=[O:16])(=[O:8])[C:2]1[CH:3]=[CH:4][CH:5]=[CH:6][CH:7]=1, predict the reactants needed to synthesize it. (5) Given the product [Cl:1][C:2]1[CH:3]=[C:4]([C:9]2([C:21]([F:22])([F:24])[F:23])[O:13][N:12]=[C:11]([C:14]3[CH:15]=[CH:16][C:17]([NH:18][C:34](=[O:35])[C:33]([F:44])([F:43])[F:32])=[CH:19][CH:20]=3)[CH2:10]2)[CH:5]=[C:6]([Cl:8])[CH:7]=1, predict the reactants needed to synthesize it. The reactants are: [Cl:1][C:2]1[CH:3]=[C:4]([C:9]2([C:21]([F:24])([F:23])[F:22])[O:13][N:12]=[C:11]([C:14]3[CH:20]=[CH:19][C:17]([NH2:18])=[CH:16][CH:15]=3)[CH2:10]2)[CH:5]=[C:6]([Cl:8])[CH:7]=1.C(N(CC)CC)C.[F:32][C:33]([F:44])([F:43])[C:34](O[C:34](=[O:35])[C:33]([F:44])([F:43])[F:32])=[O:35]. (6) Given the product [Cl-:27].[C:14]1([P+:7]([C:1]2[CH:2]=[CH:3][CH:4]=[CH:5][CH:6]=2)([C:8]2[CH:13]=[CH:12][CH:11]=[CH:10][CH:9]=2)[CH2:26][C:25]2[CH:28]=[CH:29][C:22]([CH:20]=[CH2:21])=[CH:23][CH:24]=2)[CH:15]=[CH:16][CH:17]=[CH:18][CH:19]=1, predict the reactants needed to synthesize it. The reactants are: [C:1]1([P:7]([C:14]2[CH:19]=[CH:18][CH:17]=[CH:16][CH:15]=2)[C:8]2[CH:13]=[CH:12][CH:11]=[CH:10][CH:9]=2)[CH:6]=[CH:5][CH:4]=[CH:3][CH:2]=1.[CH:20]([C:22]1[CH:29]=[CH:28][C:25]([CH2:26][Cl:27])=[CH:24][CH:23]=1)=[CH2:21].